Task: Predict the product of the given reaction.. Dataset: Forward reaction prediction with 1.9M reactions from USPTO patents (1976-2016) (1) Given the reactants [CH2:1]([O:3][C:4]([C@@H:6]1[CH2:11][C@H:10]([C:12]2[CH:17]=[CH:16][C:15]([O:18][CH3:19])=[CH:14][CH:13]=2)[C@@H:9]([OH:20])[CH2:8][NH:7]1)=[O:5])[CH3:2].[C:21]([O:24][CH2:25][CH3:26])(=[O:23])C, predict the reaction product. The product is: [CH3:2][CH2:1][O:3][C:4]([C@@H:6]1[CH2:11][C@H:10]([C:12]2[CH:13]=[CH:14][C:15]([O:18][CH3:19])=[CH:16][CH:17]=2)[C@@H:9]([OH:20])[CH2:8][N:7]1[C:21]([O:24][CH2:25][C:26]1[CH:6]=[CH:11][CH:10]=[CH:9][CH:8]=1)=[O:23])=[O:5]. (2) Given the reactants [CH3:1][C:2]([O:5][C:6]([N:8]1[CH2:13][CH2:12][C:11]([CH3:17])(C(O)=O)[CH2:10][CH2:9]1)=[O:7])([CH3:4])[CH3:3].C([N:20]([CH2:23]C)CC)C.C1(P(N=[N+]=[N-])(C2C=CC=CC=2)=[O:32])C=CC=CC=1.[CH2:42]([OH:49])[C:43]1[CH:48]=[CH:47][CH:46]=[CH:45][CH:44]=1.C(=O)(O)[O-].[Na+], predict the reaction product. The product is: [CH3:17][C:11]1([NH:20][C:23]([O:49][CH2:42][C:43]2[CH:48]=[CH:47][CH:46]=[CH:45][CH:44]=2)=[O:32])[CH2:10][CH2:9][N:8]([C:6]([O:5][C:2]([CH3:1])([CH3:3])[CH3:4])=[O:7])[CH2:13][CH2:12]1. (3) Given the reactants Cl[C:2]1[N:3]=[C:4]([O:29][CH:30]2[CH2:34][CH2:33][CH2:32][CH2:31]2)[C:5]2[C:10]([C:11]3[CH:20]=[CH:19][C:14]4[N:15]=[C:16]([CH3:18])[O:17][C:13]=4[CH:12]=3)=[CH:9][N:8]([CH2:21][O:22][CH2:23][CH2:24][Si:25]([CH3:28])([CH3:27])[CH3:26])[C:6]=2[N:7]=1.[Cl:35][C:36]1[N:40]([CH:41]2[CH2:46][CH2:45][O:44][CH2:43][CH2:42]2)[N:39]=[CH:38][C:37]=1[NH2:47].C(=O)([O-])[O-].[Cs+].[Cs+], predict the reaction product. The product is: [Cl:35][C:36]1[N:40]([CH:41]2[CH2:42][CH2:43][O:44][CH2:45][CH2:46]2)[N:39]=[CH:38][C:37]=1[NH:47][C:2]1[N:3]=[C:4]([O:29][CH:30]2[CH2:31][CH2:32][CH2:33][CH2:34]2)[C:5]2[C:10]([C:11]3[CH:20]=[CH:19][C:14]4[N:15]=[C:16]([CH3:18])[O:17][C:13]=4[CH:12]=3)=[CH:9][N:8]([CH2:21][O:22][CH2:23][CH2:24][Si:25]([CH3:28])([CH3:26])[CH3:27])[C:6]=2[N:7]=1. (4) Given the reactants Cl.Cl.Cl.[O:4]1[C:12]2[CH:11]=[CH:10][N:9]=[C:8]([N:13]3[CH2:18][CH2:17][N:16]([CH2:19][CH2:20][C@H:21]4[CH2:26][CH2:25][C@H:24]([NH2:27])[CH2:23][CH2:22]4)[CH2:15][CH2:14]3)[C:7]=2[CH2:6][CH2:5]1.[F:28][C:29]1[CH:34]=[CH:33][C:32]([S:35](Cl)(=[O:37])=[O:36])=[CH:31][CH:30]=1, predict the reaction product. The product is: [O:4]1[C:12]2[CH:11]=[CH:10][N:9]=[C:8]([N:13]3[CH2:18][CH2:17][N:16]([CH2:19][CH2:20][C@H:21]4[CH2:26][CH2:25][C@H:24]([NH:27][S:35]([C:32]5[CH:33]=[CH:34][C:29]([F:28])=[CH:30][CH:31]=5)(=[O:37])=[O:36])[CH2:23][CH2:22]4)[CH2:15][CH2:14]3)[C:7]=2[CH2:6][CH2:5]1. (5) Given the reactants [F:1][C:2]1[CH:3]=[C:4]([C@@H:12]([OH:16])[CH2:13][C:14]#[N:15])[CH:5]=[CH:6][C:7]=1[C:8]([F:11])([F:10])[F:9].C1COCC1, predict the reaction product. The product is: [NH2:15][CH2:14][CH2:13][C@@H:12]([C:4]1[CH:5]=[CH:6][C:7]([C:8]([F:9])([F:10])[F:11])=[C:2]([F:1])[CH:3]=1)[OH:16]. (6) Given the reactants [CH2:1]([O:8][C:9]([N:11]1[CH2:18][CH2:17][C:13]2([O:15][CH:14]2[CH3:16])[CH2:12]1)=[O:10])[C:2]1[CH:7]=[CH:6][CH:5]=[CH:4][CH:3]=1.N1C=CC=CC=1.[FH:25], predict the reaction product. The product is: [CH2:1]([O:8][C:9]([N:11]1[CH2:18][CH2:17][C:13]([F:25])([CH:14]([OH:15])[CH3:16])[CH2:12]1)=[O:10])[C:2]1[CH:7]=[CH:6][CH:5]=[CH:4][CH:3]=1. (7) Given the reactants [BH4-].[Na+].[CH3:3][O:4][C:5](=[O:34])/[CH:6]=[CH:7]/[C@@H:8]1[CH2:13][CH2:12][C@@H:11]([O:14][CH2:15][C:16]2[CH:21]=[CH:20][C:19]([O:22][CH3:23])=[CH:18][CH:17]=2)[CH2:10][N:9]1[S:24]([C:27]1[CH:32]=[CH:31][C:30]([CH3:33])=[CH:29][CH:28]=1)(=[O:26])=[O:25], predict the reaction product. The product is: [CH3:3][O:4][C:5](=[O:34])[CH2:6][CH2:7][C@@H:8]1[CH2:13][CH2:12][C@@H:11]([O:14][CH2:15][C:16]2[CH:17]=[CH:18][C:19]([O:22][CH3:23])=[CH:20][CH:21]=2)[CH2:10][N:9]1[S:24]([C:27]1[CH:32]=[CH:31][C:30]([CH3:33])=[CH:29][CH:28]=1)(=[O:26])=[O:25]. (8) Given the reactants [C:1]([C:4]1[NH:8][N:7]=[C:6]([O:9][S:10]([C:13]2[CH:18]=[CH:17][C:16]([CH3:19])=[CH:15][CH:14]=2)(=[O:12])=[O:11])[C:5]=1[C:20]1[CH:25]=[CH:24][CH:23]=[CH:22][C:21]=1[F:26])(=O)[CH3:2].[C:27]([NH:35][NH2:36])(=O)[C:28]1[CH:33]=[CH:32][CH:31]=[CH:30][CH:29]=1, predict the reaction product. The product is: [F:26][C:21]1[CH:22]=[CH:23][CH:24]=[CH:25][C:20]=1[C:5]1[C:6]([O:9][S:10]([C:13]2[CH:18]=[CH:17][C:16]([CH3:19])=[CH:15][CH:14]=2)(=[O:12])=[O:11])=[N:7][N:8]2[C:4]=1[C:1]([CH3:2])=[N:36][N:35]=[C:27]2[C:28]1[CH:33]=[CH:32][CH:31]=[CH:30][CH:29]=1. (9) Given the reactants [Br:1][C:2]1[CH:3]=[C:4]([CH:16]=[C:17]([Cl:19])[CH:18]=1)[O:5][C:6]1[C:7](C(O)=O)=[N:8][CH:9]=[CH:10][C:11]=1[CH3:12].[N:20]1C=CC=CC=1.C(O)(C)(C)C.C1(P(N=[N+]=[N-])(C2C=CC=CC=2)=O)C=CC=CC=1, predict the reaction product. The product is: [Br:1][C:2]1[CH:3]=[C:4]([CH:16]=[C:17]([Cl:19])[CH:18]=1)[O:5][C:6]1[C:7]([NH2:20])=[N:8][CH:9]=[CH:10][C:11]=1[CH3:12].